This data is from Reaction yield outcomes from USPTO patents with 853,638 reactions. The task is: Predict the reaction yield, written as a fraction of the theoretical maximum amount of product (1.0 means a 100% yield; for example, 0.34 means a 34% yield). (1) The reactants are C([O:9][C@H:10]1[CH2:13][C@H:12]([C:14]2[CH:19]=[CH:18][CH:17]=[CH:16][CH:15]=2)[CH2:11]1)(=O)C1C=CC=CC=1.[Li+].[OH-]. The catalyst is CO. The product is [C:14]1([C@H:12]2[CH2:11][C@H:10]([OH:9])[CH2:13]2)[CH:19]=[CH:18][CH:17]=[CH:16][CH:15]=1. The yield is 0.930. (2) The reactants are [CH3:1][O:2][C:3]1[CH:4]=[C:5]([N:11]2[CH2:20][C:19]3[C:14](=[N:15][C:16](S(C)=O)=[N:17][CH:18]=3)[N:13]([CH2:24][CH3:25])[C:12]2=[O:26])[CH:6]=[C:7]([O:9][CH3:10])[CH:8]=1.[N:27]1[CH:32]=[CH:31][C:30]([CH2:33][NH:34][CH2:35][CH2:36][NH2:37])=[CH:29][CH:28]=1. No catalyst specified. The product is [CH3:1][O:2][C:3]1[CH:4]=[C:5]([N:11]2[CH2:20][C:19]3[C:14](=[N:15][C:16]([NH:37][CH2:36][CH2:35][NH:34][CH2:33][C:30]4[CH:29]=[CH:28][N:27]=[CH:32][CH:31]=4)=[N:17][CH:18]=3)[N:13]([CH2:24][CH3:25])[C:12]2=[O:26])[CH:6]=[C:7]([O:9][CH3:10])[CH:8]=1. The yield is 0.250.